This data is from Catalyst prediction with 721,799 reactions and 888 catalyst types from USPTO. The task is: Predict which catalyst facilitates the given reaction. (1) Product: [C:8]([O:11][CH2:12][CH2:13][C:14]1[CH:15]=[C:16]2[C:20](=[CH:21][CH:22]=1)[NH:19][CH:18]=[C:17]2[C:30](=[O:31])[CH:41]([C:42]1[CH:47]=[N:46][C:45]([O:48][CH3:49])=[CH:44][N:43]=1)[NH:40][C:36]1[CH:37]=[N:38][CH:39]=[C:34]([O:33][CH3:32])[CH:35]=1)(=[O:10])[CH3:9]. The catalyst class is: 433. Reactant: C(N(CC)CC)C.[C:8]([O:11][CH2:12][CH2:13][C:14]1[CH:15]=[C:16]2[C:20](=[CH:21][CH:22]=1)[N:19](C(OC(C)(C)C)=O)[CH:18]=[C:17]2[CH:30]=[O:31])(=[O:10])[CH3:9].[CH3:32][O:33][C:34]1[CH:35]=[C:36]([N:40]=[CH:41][C:42]2[CH:47]=[N:46][C:45]([O:48][CH3:49])=[CH:44][N:43]=2)[CH:37]=[N:38][CH:39]=1. (2) Reactant: [NH:1]1[C:7]2[CH:8]=[CH:9][CH:10]=[CH:11][C:6]=2[CH2:5][O:4][CH2:3][C:2]1=O.[H-].[Al+3].[Li+].[H-].[H-].[H-].O.[OH-].[Na+]. Product: [NH:1]1[C:7]2[CH:8]=[CH:9][CH:10]=[CH:11][C:6]=2[CH2:5][O:4][CH2:3][CH2:2]1. The catalyst class is: 1.